Dataset: NCI-60 drug combinations with 297,098 pairs across 59 cell lines. Task: Regression. Given two drug SMILES strings and cell line genomic features, predict the synergy score measuring deviation from expected non-interaction effect. Drug 2: CC1=C(C(=O)C2=C(C1=O)N3CC4C(C3(C2COC(=O)N)OC)N4)N. Synergy scores: CSS=25.3, Synergy_ZIP=-1.26, Synergy_Bliss=2.43, Synergy_Loewe=-14.9, Synergy_HSA=1.17. Cell line: OVCAR-8. Drug 1: C1=NNC2=C1C(=O)NC=N2.